Dataset: Forward reaction prediction with 1.9M reactions from USPTO patents (1976-2016). Task: Predict the product of the given reaction. Given the reactants [F:1][C:2]1[CH:3]=[CH:4][C:5]([C@@H:8]([NH:10][C:11]2[N:16]=[C:15]([NH:17][C:18]3[CH:22]=[C:21]([O:23][CH:24]([CH3:26])[CH3:25])[NH:20][N:19]=3)[C:14]([N+:27]([O-])=O)=[CH:13][N:12]=2)[CH3:9])=[N:6][CH:7]=1.[CH2:30](O)C.C(O)(=O)C.C(N)=N.C(OCC)(=O)C, predict the reaction product. The product is: [F:1][C:2]1[CH:3]=[CH:4][C:5]([C@@H:8]([NH:10][C:11]2[N:16]=[C:15]3[C:14]([N:27]=[CH:30][N:17]3[C:18]3[CH:22]=[C:21]([O:23][CH:24]([CH3:26])[CH3:25])[NH:20][N:19]=3)=[CH:13][N:12]=2)[CH3:9])=[N:6][CH:7]=1.